From a dataset of Catalyst prediction with 721,799 reactions and 888 catalyst types from USPTO. Predict which catalyst facilitates the given reaction. (1) Reactant: [H-].[Na+].[CH2:3]([NH:10][C@@H:11]1[CH2:15][CH2:14][CH2:13][C@H:12]1[OH:16])[C:4]1[CH:9]=[CH:8][CH:7]=[CH:6][CH:5]=1.Br[CH2:18][C:19](OCC)=[O:20].[NH4+].[Cl-]. Product: [CH2:3]([N:10]1[C:19](=[O:20])[CH2:18][O:16][C@@H:12]2[CH2:13][CH2:14][CH2:15][C@@H:11]12)[C:4]1[CH:9]=[CH:8][CH:7]=[CH:6][CH:5]=1. The catalyst class is: 36. (2) Reactant: [NH2:1][C:2]1[C:3]2[N:4]([C:14]([CH3:18])=[C:15]([CH3:17])[N:16]=2)[CH:5]=[C:6]([C:8]([O:10][CH:11]([CH3:13])[CH3:12])=[O:9])[CH:7]=1.[Na+].[I-].C([O-])([O-])=O.[K+].[K+].[CH3:27][C:28]1[CH:35]=[CH:34][CH:33]=[C:32]([CH3:36])[C:29]=1[CH2:30]Cl. Product: [CH3:27][C:28]1[CH:35]=[CH:34][CH:33]=[C:32]([CH3:36])[C:29]=1[CH2:30][NH:1][C:2]1[C:3]2[N:4]([C:14]([CH3:18])=[C:15]([CH3:17])[N:16]=2)[CH:5]=[C:6]([C:8]([O:10][CH:11]([CH3:13])[CH3:12])=[O:9])[CH:7]=1. The catalyst class is: 252. (3) Reactant: [CH2:1]([S:3][C:4]1[C:5]([C:9]([O:11]CC)=[O:10])=[N:6][S:7][N:8]=1)[CH3:2].[Li+].[OH-].Cl. Product: [CH2:1]([S:3][C:4]1[C:5]([C:9]([OH:11])=[O:10])=[N:6][S:7][N:8]=1)[CH3:2]. The catalyst class is: 90. (4) Reactant: [F:1][C:2]([F:23])([F:22])[C:3]1[CH:17]=[C:16]([C:18]([F:21])([F:20])[F:19])[CH:15]=[CH:14][C:4]=1[CH2:5][N:6]1[CH2:11][CH2:10][CH:9]([CH:12]=[O:13])[CH2:8][CH2:7]1.O.[C:25]1([CH3:35])[CH:30]=[CH:29][C:28]([S:31]([OH:34])(=[O:33])=[O:32])=[CH:27][CH:26]=1. Product: [S:31]([C:28]1[CH:29]=[CH:30][C:25]([CH3:35])=[CH:26][CH:27]=1)([OH:34])(=[O:33])=[O:32].[F:23][C:2]([F:1])([F:22])[C:3]1[CH:17]=[C:16]([C:18]([F:21])([F:20])[F:19])[CH:15]=[CH:14][C:4]=1[CH2:5][N:6]1[CH2:11][CH2:10][CH:9]([CH:12]=[O:13])[CH2:8][CH2:7]1. The catalyst class is: 11. (5) Reactant: [NH2:1][CH:2]1[CH2:11][C:10]2[C:5](=[C:6]([N:12]3[CH2:16][CH2:15][CH2:14][C:13]3=[O:17])[CH:7]=[CH:8][CH:9]=2)[N:4]([CH2:18][C:19]2[CH:23]=[CH:22][S:21][CH:20]=2)[C:3]1=[O:24].[C:25]([O:29][C:30]([NH:32][C:33]([CH3:46])([CH3:45])[C:34]([NH:36][C@H:37]([CH2:41][CH:42]([CH3:44])[CH3:43])[C:38](O)=[O:39])=[O:35])=[O:31])([CH3:28])([CH3:27])[CH3:26].Cl.C(N=C=NCCCN(C)C)C.ON1C(=O)C2C=CC=CC=2N=N1. Product: [CH3:46][C:33]([NH:32][C:30](=[O:31])[O:29][C:25]([CH3:26])([CH3:28])[CH3:27])([CH3:45])[C:34]([NH:36][C@H:37]([CH2:41][CH:42]([CH3:44])[CH3:43])[C:38](=[O:39])[NH:1][CH:2]1[CH2:11][C:10]2[C:5](=[C:6]([N:12]3[CH2:16][CH2:15][CH2:14][C:13]3=[O:17])[CH:7]=[CH:8][CH:9]=2)[N:4]([CH2:18][C:19]2[CH:23]=[CH:22][S:21][CH:20]=2)[C:3]1=[O:24])=[O:35]. The catalyst class is: 236. (6) Reactant: [OH:1][C:2]1[NH:6][N:5]=[C:4]([C:7]2[S:8][CH:9]=[CH:10][CH:11]=2)[CH:3]=1.C(=O)([O-])[O-].[K+].[K+].C1OCCOCCOCCOCCOCCOC1.Br[CH2:37][CH2:38][Cl:39]. Product: [Cl:39][CH2:38][CH2:37][O:1][C:2]1[NH:6][N:5]=[C:4]([C:7]2[S:8][CH:9]=[CH:10][CH:11]=2)[CH:3]=1. The catalyst class is: 10.